This data is from Full USPTO retrosynthesis dataset with 1.9M reactions from patents (1976-2016). The task is: Predict the reactants needed to synthesize the given product. (1) Given the product [CH3:1][O:2][C:3](=[O:22])[C:4]1[CH:9]=[C:8]([O:10][CH:11]([CH3:13])[CH3:12])[CH:7]=[C:6]([O:14][C:15]2[CH:20]=[CH:19][C:18]([P:23]([O:28][CH:29]([CH3:31])[CH3:30])([O:24][CH:25]([CH3:27])[CH3:26])=[O:32])=[CH:17][CH:16]=2)[CH:5]=1, predict the reactants needed to synthesize it. The reactants are: [CH3:1][O:2][C:3](=[O:22])[C:4]1[CH:9]=[C:8]([O:10][CH:11]([CH3:13])[CH3:12])[CH:7]=[C:6]([O:14][C:15]2[CH:20]=[CH:19][C:18](Br)=[CH:17][CH:16]=2)[CH:5]=1.[P:23]([O-:32])([O:28][CH:29]([CH3:31])[CH3:30])[O:24][CH:25]([CH3:27])[CH3:26].C([SiH](CC)CC)C.CCN(CC)CC. (2) Given the product [F:23][C:22]([F:25])([F:24])[CH2:21][NH:20][C:18]([NH:17][C:13]1[CH:12]=[C:11]([C:8]2[N:5]3[N:6]=[CH:7][C:2]([C:34]4[CH:35]=[N:36][N:37]([CH:39]([CH3:45])[C:40]([OH:42])=[O:41])[CH:38]=4)=[CH:3][C:4]3=[N:10][CH:9]=2)[CH:16]=[CH:15][CH:14]=1)=[O:19], predict the reactants needed to synthesize it. The reactants are: Cl[C:2]1[CH:7]=[N:6][N:5]2[C:8]([C:11]3[CH:12]=[C:13]([NH:17][C:18]([NH:20][CH2:21][C:22]([F:25])([F:24])[F:23])=[O:19])[CH:14]=[CH:15][CH:16]=3)=[CH:9][N:10]=[C:4]2[CH:3]=1.CC1(C)C(C)(C)OB([C:34]2[CH:35]=[N:36][N:37]([CH:39]([CH3:45])[C:40]([O:42]CC)=[O:41])[CH:38]=2)O1.[O-]P([O-])([O-])=O.[K+].[K+].[K+]. (3) Given the product [F:24][C:21]1[CH:20]=[CH:19][C:18]([N:7]2[C:8]3[C:9]4[CH:10]=[CH:11][N:12]=[CH:13][C:14]=4[CH2:15][CH2:16][C:17]=3[C:5]([CH:4]=[O:3])=[N:6]2)=[CH:23][CH:22]=1, predict the reactants needed to synthesize it. The reactants are: C([O:3][CH:4](OCC)[C:5]1[C:17]2[CH2:16][CH2:15][C:14]3[CH:13]=[N:12][CH:11]=[CH:10][C:9]=3[C:8]=2[N:7]([C:18]2[CH:23]=[CH:22][C:21]([F:24])=[CH:20][CH:19]=2)[N:6]=1)C.[OH-].[Na+]. (4) Given the product [CH:26]([S:29]([N:2]1[CH2:3][C:4]2([CH2:5][CH2:6][N:7]([C:9]([O:11][CH2:12][C:13]3[CH:18]=[CH:17][CH:16]=[CH:15][CH:14]=3)=[O:10])[CH2:8]2)[CH2:1]1)(=[O:31])=[O:30])([CH3:28])[CH3:27], predict the reactants needed to synthesize it. The reactants are: [CH2:1]1[C:4]2([CH2:8][N:7]([C:9]([O:11][CH2:12][C:13]3[CH:18]=[CH:17][CH:16]=[CH:15][CH:14]=3)=[O:10])[CH2:6][CH2:5]2)[CH2:3][NH:2]1.C(N(CC)CC)C.[CH:26]([S:29](Cl)(=[O:31])=[O:30])([CH3:28])[CH3:27]. (5) The reactants are: [F:1][C:2]1[CH:3]=[CH:4][C:5](I)=[C:6]([CH3:8])[CH:7]=1.[CH3:10][N:11](C=O)C. Given the product [F:1][C:2]1[CH:3]=[CH:4][C:5]([C:10]#[N:11])=[C:6]([CH3:8])[CH:7]=1, predict the reactants needed to synthesize it. (6) Given the product [CH2:13]([N:15]1[CH:23]=[C:22]2[C:17]([CH:18]=[C:19]([C:25]([NH:8][C:5]3[CH:4]=[CH:3][C:2]([CH3:1])=[CH:7][N:6]=3)=[O:26])[CH:20]=[C:21]2[OH:24])=[N:16]1)[CH3:14], predict the reactants needed to synthesize it. The reactants are: [CH3:1][C:2]1[CH:3]=[CH:4][C:5]([NH2:8])=[N:6][CH:7]=1.[Cl-].C[Al+]C.[CH2:13]([N:15]1[CH:23]=[C:22]2[C:17]([CH:18]=[C:19]([C:25](OCC)=[O:26])[CH:20]=[C:21]2[OH:24])=[N:16]1)[CH3:14].[Cl-].[NH4+].